Dataset: Catalyst prediction with 721,799 reactions and 888 catalyst types from USPTO. Task: Predict which catalyst facilitates the given reaction. Reactant: C[O:2][C:3](=[O:31])[CH2:4][O:5][C:6]1[CH:15]=[CH:14][C:13]([Cl:16])=[C:12]2[C:7]=1[C:8]([O:27][CH:28]([F:30])[F:29])=[C:9]([CH2:19][C:20]1[CH:25]=[CH:24][C:23]([Cl:26])=[CH:22][CH:21]=1)[C:10]([CH2:17][CH3:18])=[N:11]2.[OH-].[Li+]. Product: [Cl:16][C:13]1[CH:14]=[CH:15][C:6]([O:5][CH2:4][C:3]([OH:31])=[O:2])=[C:7]2[C:12]=1[N:11]=[C:10]([CH2:17][CH3:18])[C:9]([CH2:19][C:20]1[CH:21]=[CH:22][C:23]([Cl:26])=[CH:24][CH:25]=1)=[C:8]2[O:27][CH:28]([F:30])[F:29]. The catalyst class is: 7.